This data is from Reaction yield outcomes from USPTO patents with 853,638 reactions. The task is: Predict the reaction yield, written as a fraction of the theoretical maximum amount of product (1.0 means a 100% yield; for example, 0.34 means a 34% yield). (1) The product is [NH2:7][CH2:8][C:9]1[C:14]([C:15]2[CH:20]=[CH:19][C:18]([Cl:21])=[CH:17][C:16]=2[Cl:22])=[CH:13][N:12]2[C:23]([NH:26][C:27]([CH:29]3[CH2:30][CH2:31][O:32][CH2:33][CH2:34]3)=[O:28])=[CH:24][N:25]=[C:11]2[CH:10]=1. The yield is 0.480. The catalyst is O1CCOCC1. The reactants are C(OC(=O)[NH:7][CH2:8][C:9]1[C:14]([C:15]2[CH:20]=[CH:19][C:18]([Cl:21])=[CH:17][C:16]=2[Cl:22])=[CH:13][N:12]2[C:23]([NH:26][C:27]([CH:29]3[CH2:34][CH2:33][O:32][CH2:31][CH2:30]3)=[O:28])=[CH:24][N:25]=[C:11]2[CH:10]=1)(C)(C)C.Cl. (2) The reactants are [N:1]1[C:8]([Cl:9])=[N:7][C:5]([Cl:6])=[N:4][C:2]=1Cl.[NH2:10][C:11]1[CH:16]=[CH:15][C:14]([OH:17])=[C:13]([Cl:18])[CH:12]=1. The catalyst is CC(C)=O. The product is [Cl:18][C:13]1[CH:12]=[C:11]([NH:10][C:2]2[N:1]=[C:8]([Cl:9])[N:7]=[C:5]([Cl:6])[N:4]=2)[CH:16]=[CH:15][C:14]=1[OH:17]. The yield is 0.990. (3) The reactants are [BH4-].[Na+].O.O=C1CCC(=O)N1[O:11][C:12](=O)[CH2:13][CH:14]([NH:25][C:26]([O:28][C:29]([CH3:32])([CH3:31])[CH3:30])=[O:27])[C:15]([O:17][CH2:18][C:19]1[CH:24]=[CH:23][CH:22]=[CH:21][CH:20]=1)=[O:16]. The catalyst is C1COCC1. The product is [CH2:18]([O:17][C:15](=[O:16])[CH:14]([NH:25][C:26]([O:28][C:29]([CH3:31])([CH3:30])[CH3:32])=[O:27])[CH2:13][CH2:12][OH:11])[C:19]1[CH:24]=[CH:23][CH:22]=[CH:21][CH:20]=1. The yield is 0.250. (4) The reactants are [F:1][C:2]1[CH:7]=[C:6]([CH2:8][C:9]2[CH:10]=[N:11][CH:12]=[C:13]([CH:18]=2)[C:14]([O:16]C)=[O:15])[CH:5]=[CH:4][N:3]=1.O.[OH-].[Li+]. The catalyst is CO.C1COCC1. The product is [F:1][C:2]1[CH:7]=[C:6]([CH2:8][C:9]2[CH:10]=[N:11][CH:12]=[C:13]([CH:18]=2)[C:14]([O-:16])=[O:15])[CH:5]=[CH:4][N:3]=1.[NH4+:3]. The yield is 0.739.